This data is from Catalyst prediction with 721,799 reactions and 888 catalyst types from USPTO. The task is: Predict which catalyst facilitates the given reaction. Reactant: [CH3:1][O:2][C:3]1[CH:8]=[CH:7][C:6]([C:9](=O)[CH2:10][C:11]([O:13][CH2:14][CH3:15])=[O:12])=[CH:5][CH:4]=1.C(O)C.N1C=CC=CC=1.[C:26]([C:28](=[CH:32][C:33]1[CH:38]=[CH:37][CH:36]=[CH:35][C:34]=1[N+:39]([O-:41])=[O:40])[C:29](=[S:31])[NH2:30])#[N:27]. Product: [C:26]([C:28]1[C:29](=[S:31])[NH:30][C:9]([C:6]2[CH:7]=[CH:8][C:3]([O:2][CH3:1])=[CH:4][CH:5]=2)=[C:10]([C:11]([O:13][CH2:14][CH3:15])=[O:12])[C:32]=1[C:33]1[CH:38]=[CH:37][CH:36]=[CH:35][C:34]=1[N+:39]([O-:41])=[O:40])#[N:27]. The catalyst class is: 66.